Dataset: Peptide-MHC class II binding affinity with 134,281 pairs from IEDB. Task: Regression. Given a peptide amino acid sequence and an MHC pseudo amino acid sequence, predict their binding affinity value. This is MHC class II binding data. The peptide sequence is AAATAGTTVYGLFAA. The MHC is HLA-DQA10102-DQB10602 with pseudo-sequence HLA-DQA10102-DQB10602. The binding affinity (normalized) is 0.555.